This data is from Full USPTO retrosynthesis dataset with 1.9M reactions from patents (1976-2016). The task is: Predict the reactants needed to synthesize the given product. (1) The reactants are: [C:1]([O:5][C:6]([N:8]([CH2:25][C:26]1([C:30]2[C:35]([F:36])=[CH:34][CH:33]=[CH:32][N:31]=2)[CH2:29][CH2:28][CH2:27]1)[C:9]1[N:14]=[N:13][C:12]([CH:15]2[N:19]=[C:18]([O:20][CH3:21])[CH:17]([C:22](O)=[O:23])[S:16]2)=[CH:11][CH:10]=1)=[O:7])([CH3:4])([CH3:3])[CH3:2].C[N:38](C(ON1N=NC2C=CC=NC1=2)=[N+](C)C)C.F[P-](F)(F)(F)(F)F.C1C=NC2N(O)N=NC=2C=1.CCN(C(C)C)C(C)C.[Cl-].[NH4+]. Given the product [C:22]([CH:17]1[S:16][CH:15]([C:12]2[N:13]=[N:14][C:9]([N:8]([CH2:25][C:26]3([C:30]4[C:35]([F:36])=[CH:34][CH:33]=[CH:32][N:31]=4)[CH2:27][CH2:28][CH2:29]3)[C:6](=[O:7])[O:5][C:1]([CH3:4])([CH3:2])[CH3:3])=[CH:10][CH:11]=2)[N:19]=[C:18]1[O:20][CH3:21])(=[O:23])[NH2:38], predict the reactants needed to synthesize it. (2) Given the product [CH2:1]([O:8][C:9]1[C:14]([F:15])=[CH:13][CH:12]=[CH:11][C:10]=1[OH:17])[C:2]1[CH:7]=[CH:6][CH:5]=[CH:4][CH:3]=1, predict the reactants needed to synthesize it. The reactants are: [CH2:1]([O:8][C:9]1[C:14]([F:15])=[CH:13][CH:12]=[CH:11][C:10]=1Cl)[C:2]1[CH:7]=[CH:6][CH:5]=[CH:4][CH:3]=1.[O:17]1CCOCC1.[OH-].[K+]. (3) Given the product [NH:20]1[CH:24]=[CH:23][N:22]=[C:21]1[CH2:25][CH2:26][CH2:27][NH:28][C:17]([C:6]1[C:7]2[N:11]=[C:10]([C:12]3[S:13][CH:14]=[CH:15][CH:16]=3)[NH:9][C:8]=2[C:3]([O:2][CH3:1])=[CH:4][CH:5]=1)=[O:19], predict the reactants needed to synthesize it. The reactants are: [CH3:1][O:2][C:3]1[C:8]2[NH:9][C:10]([C:12]3[S:13][CH:14]=[CH:15][CH:16]=3)=[N:11][C:7]=2[C:6]([C:17]([OH:19])=O)=[CH:5][CH:4]=1.[NH:20]1[CH:24]=[CH:23][N:22]=[C:21]1[CH2:25][CH2:26][CH2:27][NH2:28]. (4) The reactants are: [Cl:1][C:2]1[C:3](I)=[CH:4][C:5]([O:24][CH3:25])=[C:6]([C:8]([N:10]2[CH2:15][CH2:14][N:13]([C:16]3[C:21]([CH3:22])=[CH:20][C:19]([CH3:23])=[CH:18][N:17]=3)[CH2:12][CH2:11]2)=[O:9])[CH:7]=1.[CH3:27][C@@H:28]1[CH2:32][O:31][C:30](=[O:33])[NH:29]1. Given the product [ClH:1].[Cl:1][C:2]1[CH:7]=[C:6]([C:8]([N:10]2[CH2:15][CH2:14][N:13]([C:16]3[C:21]([CH3:22])=[CH:20][C:19]([CH3:23])=[CH:18][N:17]=3)[CH2:12][CH2:11]2)=[O:9])[C:5]([O:24][CH3:25])=[CH:4][C:3]=1[N:29]1[C@H:28]([CH3:27])[CH2:32][O:31][C:30]1=[O:33], predict the reactants needed to synthesize it. (5) The reactants are: [O:1]1[CH2:7][CH2:6][CH2:5][NH:4][CH2:3][CH2:2]1.[Br:8][C:9]1[CH:17]=[CH:16][C:12]([C:13](O)=[O:14])=[C:11]([F:18])[CH:10]=1. Given the product [Br:8][C:9]1[CH:17]=[CH:16][C:12]([C:13]([N:4]2[CH2:5][CH2:6][CH2:7][O:1][CH2:2][CH2:3]2)=[O:14])=[C:11]([F:18])[CH:10]=1, predict the reactants needed to synthesize it. (6) Given the product [Cl:1][CH2:2][CH2:3][CH2:4][CH2:5][CH2:6][C:7]1[O:16][C:11]2[CH:12]=[CH:13][CH:14]=[CH:15][C:10]=2[N:9]=1, predict the reactants needed to synthesize it. The reactants are: [Cl:1][CH2:2][CH2:3][CH2:4][CH2:5][CH2:6][C:7]([NH:9][C:10]1[CH:15]=[CH:14][CH:13]=[CH:12][C:11]=1[OH:16])=O.O.C1(C)C=CC(S(O)(=O)=O)=CC=1. (7) Given the product [F:3][C:4]1[CH:5]=[C:6]([C:14]2[O:18][N:17]=[C:16]([C:19]3[CH:27]=[C:26]4[C:22]([C:23]([CH2:28][CH2:29][C:30]([OH:32])=[O:31])=[CH:24][NH:25]4)=[CH:21][CH:20]=3)[N:15]=2)[CH:7]=[N:8][C:9]=1[O:10][CH:11]([CH3:13])[CH3:12], predict the reactants needed to synthesize it. The reactants are: [OH-].[Na+].[F:3][C:4]1[CH:5]=[C:6]([C:14]2[O:18][N:17]=[C:16]([C:19]3[CH:27]=[C:26]4[C:22]([C:23]([CH2:28][CH2:29][C:30]([O:32]CC)=[O:31])=[CH:24][NH:25]4)=[CH:21][CH:20]=3)[N:15]=2)[CH:7]=[N:8][C:9]=1[O:10][CH:11]([CH3:13])[CH3:12].Cl.